This data is from Forward reaction prediction with 1.9M reactions from USPTO patents (1976-2016). The task is: Predict the product of the given reaction. (1) Given the reactants [CH3:1]I.[Cl:3][C:4]1[CH:9]=[CH:8][C:7]([CH:10]2[N:14]([C:15]3[CH:20]=[CH:19][C:18]([Cl:21])=[CH:17][C:16]=3[Cl:22])[N:13]=[C:12]([C:23]([OH:25])=[O:24])[CH:11]2[CH3:26])=[CH:6][CH:5]=1.O, predict the reaction product. The product is: [CH3:1][O:24][C:23]([C:12]1[CH:11]([CH3:26])[CH:10]([C:7]2[CH:6]=[CH:5][C:4]([Cl:3])=[CH:9][CH:8]=2)[N:14]([C:15]2[CH:20]=[CH:19][C:18]([Cl:21])=[CH:17][C:16]=2[Cl:22])[N:13]=1)=[O:25]. (2) The product is: [CH3:33][S:30]([C:27]([C:19]1[CH:20]=[C:21]2[C:26](=[C:17]([C:13]3[CH:12]=[C:11]([CH2:10][C:7]([C:34]4[CH:35]=[CH:36][C:37]([S:40][CH3:41])=[CH:38][CH:39]=4)=[O:6])[CH:16]=[CH:15][CH:14]=3)[CH:18]=1)[N:25]=[CH:24][CH:23]=[CH:22]2)([CH3:28])[CH3:29])(=[O:31])=[O:32]. Given the reactants C([Si](C)(C)[O:6][C:7]([C:34]1[CH:39]=[CH:38][C:37]([S:40][CH3:41])=[CH:36][CH:35]=1)([CH2:10][C:11]1[CH:16]=[CH:15][CH:14]=[C:13]([C:17]2[CH:18]=[C:19]([C:27]([S:30]([CH3:33])(=[O:32])=[O:31])([CH3:29])[CH3:28])[CH:20]=[C:21]3[C:26]=2[N:25]=[CH:24][CH:23]=[CH:22]3)[CH:12]=1)C#N)(C)(C)C.[F-].C([N+](CCCC)(CCCC)CCCC)CCC, predict the reaction product.